Dataset: Full USPTO retrosynthesis dataset with 1.9M reactions from patents (1976-2016). Task: Predict the reactants needed to synthesize the given product. (1) Given the product [CH3:22][O:23][C:24]1[CH:25]=[C:26]([C:27]2[N:3]3[CH2:4][CH2:5][CH2:6][CH:7]([C:8]([O:10][CH2:11][CH3:12])=[O:9])[C:2]3=[N:30][N:29]=2)[CH:31]=[CH:32][C:33]=1[N:34]1[CH:38]=[C:37]([CH3:39])[N:36]=[CH:35]1, predict the reactants needed to synthesize it. The reactants are: O=[C:2]1[CH:7]([C:8]([O:10][CH2:11][CH3:12])=[O:9])[CH2:6][CH2:5][CH2:4][NH:3]1.F[B-](F)(F)F.C[O+](C)C.[CH3:22][O:23][C:24]1[CH:25]=[C:26]([CH:31]=[CH:32][C:33]=1[N:34]1[CH:38]=[C:37]([CH3:39])[N:36]=[CH:35]1)[C:27]([NH:29][NH2:30])=O. (2) Given the product [F:1][C:2]1[CH:24]=[C:23]([F:25])[CH:22]=[CH:21][C:3]=1[CH2:4][N:5]1[C:9]2=[CH:10][N:11]=[C:12]([C:14]([NH:29][O:28][CH3:27])=[O:16])[CH:13]=[C:8]2[C:7]([CH2:17][NH:18][CH3:19])=[CH:6]1, predict the reactants needed to synthesize it. The reactants are: [F:1][C:2]1[CH:24]=[C:23]([F:25])[CH:22]=[CH:21][C:3]=1[CH2:4][N:5]1[C:9]2=[CH:10][N:11]=[C:12]([C:14]([OH:16])=O)[CH:13]=[C:8]2[C:7]([CH2:17][N:18](C)[CH3:19])=[CH:6]1.Cl.[CH3:27][O:28][NH2:29]. (3) Given the product [C:1]1([C:7]2[O:11][N:10]=[CH:9][C:8]=2/[CH:12]=[CH:22]/[C:23]([O:25][CH2:26][CH3:27])=[O:24])[CH:2]=[CH:3][CH:4]=[CH:5][CH:6]=1, predict the reactants needed to synthesize it. The reactants are: [C:1]1([C:7]2[O:11][N:10]=[CH:9][C:8]=2[CH:12]=O)[CH:6]=[CH:5][CH:4]=[CH:3][CH:2]=1.C(OP([CH2:22][C:23]([O:25][CH2:26][CH3:27])=[O:24])(OCC)=O)C.[H-].[Na+].Cl. (4) The reactants are: [Cl:1][C:2]1[CH:3]=[C:4]2[N:16](COCC[Si](C)(C)C)[C:15]([O:25][C@H:26]3[C@H:30]4[O:31][CH2:32][C@@H:33]([OH:34])[C@H:29]4[O:28][CH2:27]3)=[N:14][C:5]2=[N:6][C:7]=1[C:8]1[CH2:9][CH2:10][S:11][CH2:12][CH:13]=1.C(O)(C(F)(F)F)=O.C([O-])(O)=O.[Na+]. Given the product [Cl:1][C:2]1[CH:3]=[C:4]2[NH:16][C:15]([O:25][C@H:26]3[C@H:30]4[O:31][CH2:32][C@@H:33]([OH:34])[C@H:29]4[O:28][CH2:27]3)=[N:14][C:5]2=[N:6][C:7]=1[C:8]1[CH2:13][CH2:12][S:11][CH2:10][CH:9]=1, predict the reactants needed to synthesize it. (5) Given the product [CH2:27]([N:26]1[C:22]([C@H:18]2[CH2:19][CH2:20][CH2:21][C@@H:17]2[O:16][C:13]2[CH:14]=[CH:15][C:10]([S:7]([NH:6][C:31]3[CH:36]=[CH:35][N:34]=[CH:33][N:32]=3)(=[O:8])=[O:9])=[C:11]([F:30])[C:12]=2[F:29])=[CH:23][CH:24]=[N:25]1)[CH3:28], predict the reactants needed to synthesize it. The reactants are: COC1C=C(OC)C=CC=1C[N:6]([C:31]1[CH:36]=[CH:35][N:34]=[CH:33][N:32]=1)[S:7]([C:10]1[CH:15]=[CH:14][C:13]([O:16][C@H:17]2[CH2:21][CH2:20][CH2:19][C@@H:18]2[C:22]2[N:26]([CH2:27][CH3:28])[N:25]=[CH:24][CH:23]=2)=[C:12]([F:29])[C:11]=1[F:30])(=[O:9])=[O:8].C([SiH](CC)CC)C. (6) Given the product [CH2:11]([O:13][C:14]([C:15]1[C:17](=[O:18])[NH:10][C:3]2[C:2](=[CH:7][C:6]([CH3:8])=[C:5]([CH3:9])[CH:4]=2)[N:1]=1)=[O:22])[CH3:12], predict the reactants needed to synthesize it. The reactants are: [NH2:1][C:2]1[CH:7]=[C:6]([CH3:8])[C:5]([CH3:9])=[CH:4][C:3]=1[NH2:10].[CH2:11]([O:13][C:14](=[O:22])[C:15]([C:17](OCC)=[O:18])=O)[CH3:12]. (7) Given the product [CH:25]1([C:29]2[CH:36]=[CH:35][C:32]([CH2:33][NH:47][CH2:46][CH2:45][C:40]3[CH:41]=[CH:42][C:43]([Cl:44])=[C:38]([Cl:37])[CH:39]=3)=[CH:31][CH:30]=2)[CH2:28][CH2:27][CH2:26]1, predict the reactants needed to synthesize it. The reactants are: C1(C2C=CC(CNCCC3C=CC(F)=C(C(F)(F)F)C=3)=CC=2)CC1.[CH:25]1([C:29]2[CH:36]=[CH:35][C:32]([CH:33]=O)=[CH:31][CH:30]=2)[CH2:28][CH2:27][CH2:26]1.[Cl:37][C:38]1[CH:39]=[C:40]([CH2:45][CH2:46][NH2:47])[CH:41]=[CH:42][C:43]=1[Cl:44].[BH4-].[Na+].